Dataset: Forward reaction prediction with 1.9M reactions from USPTO patents (1976-2016). Task: Predict the product of the given reaction. (1) Given the reactants [CH2:1]([CH:4]1[C:10]2[CH:11]=[CH:12][C:13]([O:15][CH3:16])=[CH:14][C:9]=2[CH2:8][CH2:7][CH2:6][C:5]1=[O:17])[CH:2]=[CH2:3], predict the reaction product. The product is: [CH3:16][O:15][C:13]1[CH:12]=[CH:11][C:10]2[CH:4]([CH2:1][CH2:2][CH3:3])[C:5](=[O:17])[CH2:6][CH2:7][CH2:8][C:9]=2[CH:14]=1. (2) Given the reactants [OH:1][C@@H:2]([C@H:6]([OH:10])[C:7]([OH:9])=[O:8])[C:3]([OH:5])=[O:4].[F:11][C:12]1[CH:17]=[CH:16][C:15]([NH:18][CH:19]([C:31]2[CH:36]=[CH:35][CH:34]=[CH:33][CH:32]=2)[C:20]([O:22][C@@H:23]2[CH:28]3[CH2:29][CH2:30][N:25]([CH2:26][CH2:27]3)[CH2:24]2)=[O:21])=[CH:14][CH:13]=1, predict the reaction product. The product is: [C:3]([C@@H:2]([O-:1])[C@@H:6]([C:7]([OH:9])=[O:8])[O-:10])([OH:5])=[O:4].[F:11][C:12]1[CH:17]=[CH:16][C:15]([NH:18][C@@H:19]([C:31]2[CH:32]=[CH:33][CH:34]=[CH:35][CH:36]=2)[C:20]([O:22][C@@H:23]2[CH:28]3[CH2:29][CH2:30][N:25]([CH2:26][CH2:27]3)[CH2:24]2)=[O:21])=[CH:14][CH:13]=1.